Dataset: Forward reaction prediction with 1.9M reactions from USPTO patents (1976-2016). Task: Predict the product of the given reaction. (1) Given the reactants [O-]CC.[Na+].CCO.[O:8]=[C:9]([NH:16][C:17]1[CH:22]=[CH:21][CH:20]=[CH:19][CH:18]=1)[CH2:10][C:11]([O:13]CC)=[O:12].CO/[CH:25]=[CH:26]/[C:27](=O)[CH3:28], predict the reaction product. The product is: [CH3:25][C:26]1[N:16]([C:17]2[CH:18]=[CH:19][CH:20]=[CH:21][CH:22]=2)[C:9](=[O:8])[C:10]([C:11]([OH:13])=[O:12])=[CH:28][CH:27]=1. (2) Given the reactants [CH2:1]([O:8][C:9]1[C:10](=[O:28])[CH:11]=[C:12]([CH2:17][NH:18][S:19]([C:22]2[CH:27]=[CH:26][CH:25]=[CH:24][CH:23]=2)(=[O:21])=[O:20])[O:13][C:14]=1[CH2:15][OH:16])[C:2]1[CH:7]=[CH:6][CH:5]=[CH:4][CH:3]=1.C(OCC)(=O)C, predict the reaction product. The product is: [CH2:1]([O:8][C:9]1[C:10](=[O:28])[CH:11]=[C:12]([CH2:17][NH:18][S:19]([C:22]2[CH:23]=[CH:24][CH:25]=[CH:26][CH:27]=2)(=[O:21])=[O:20])[O:13][C:14]=1[CH:15]=[O:16])[C:2]1[CH:3]=[CH:4][CH:5]=[CH:6][CH:7]=1. (3) Given the reactants [H-].[Na+].[Br:3][C:4]1[N:9]=[CH:8][C:7]2[CH:10]=[C:11]([C:13]3[CH:14]=[N:15][N:16]([CH3:18])[CH:17]=3)[NH:12][C:6]=2[CH:5]=1.Br[CH2:20][CH:21]1[CH2:25][CH2:24][CH2:23][CH2:22]1, predict the reaction product. The product is: [Br:3][C:4]1[N:9]=[CH:8][C:7]2[CH:10]=[C:11]([C:13]3[CH:14]=[N:15][N:16]([CH3:18])[CH:17]=3)[N:12]([CH2:20][CH:21]3[CH2:25][CH2:24][CH2:23][CH2:22]3)[C:6]=2[CH:5]=1. (4) Given the reactants [NH2:1][C:2]1[N:3]([C:16]2[C:17]([CH3:26])=[C:18]([CH:23]=[CH:24][CH:25]=2)[O:19][CH2:20][C:21]#[N:22])[N:4]=[C:5]2[C:14]3[CH:13]=[CH:12][CH:11]=[CH:10][C:9]=3[NH:8][C:7](=[O:15])[C:6]=12.[N-:27]=[N+:28]=[N-:29].[Na+].[Cl-].[NH4+].Cl, predict the reaction product. The product is: [NH2:1][C:2]1[N:3]([C:16]2[CH:25]=[CH:24][CH:23]=[C:18]([O:19][CH2:20][C:21]3[NH:29][N:28]=[N:27][N:22]=3)[C:17]=2[CH3:26])[N:4]=[C:5]2[C:14]3[CH:13]=[CH:12][CH:11]=[CH:10][C:9]=3[NH:8][C:7](=[O:15])[C:6]=12.